From a dataset of Full USPTO retrosynthesis dataset with 1.9M reactions from patents (1976-2016). Predict the reactants needed to synthesize the given product. Given the product [OH:1][N:2]1[C:3]([C:22]2[CH:27]=[N:26][CH:25]=[CH:24][N:23]=2)=[C:4]([C:6]2[CH:11]=[CH:10][C:9]([N:12]3[C:16]4=[N:17][CH:18]=[CH:19][CH:20]=[C:15]4[CH:14]=[CH:13]3)=[C:8]([CH3:21])[CH:7]=2)[N:39]=[C:33]1[C:29]1[S:28][CH:32]=[CH:31][CH:30]=1, predict the reactants needed to synthesize it. The reactants are: [OH:1][N:2]=[C:3]([C:22]1[CH:27]=[N:26][CH:25]=[CH:24][N:23]=1)[C:4]([C:6]1[CH:11]=[CH:10][C:9]([N:12]2[C:16]3=[N:17][CH:18]=[CH:19][CH:20]=[C:15]3[CH:14]=[CH:13]2)=[C:8]([CH3:21])[CH:7]=1)=O.[S:28]1[CH:32]=[CH:31][CH:30]=[C:29]1[CH:33]=O.C([O-])(=O)C.[NH4+:39].[NH4+].[OH-].